Dataset: NCI-60 drug combinations with 297,098 pairs across 59 cell lines. Task: Regression. Given two drug SMILES strings and cell line genomic features, predict the synergy score measuring deviation from expected non-interaction effect. (1) Drug 1: C1=C(C(=O)NC(=O)N1)N(CCCl)CCCl. Drug 2: CC1=C(C(=O)C2=C(C1=O)N3CC4C(C3(C2COC(=O)N)OC)N4)N. Cell line: SN12C. Synergy scores: CSS=50.3, Synergy_ZIP=1.07, Synergy_Bliss=3.53, Synergy_Loewe=4.17, Synergy_HSA=7.48. (2) Drug 1: CC1C(C(CC(O1)OC2CC(CC3=C2C(=C4C(=C3O)C(=O)C5=C(C4=O)C(=CC=C5)OC)O)(C(=O)C)O)N)O.Cl. Drug 2: CN(C(=O)NC(C=O)C(C(C(CO)O)O)O)N=O. Cell line: UACC-257. Synergy scores: CSS=-2.95, Synergy_ZIP=-1.16, Synergy_Bliss=-5.16, Synergy_Loewe=-7.77, Synergy_HSA=-6.65. (3) Drug 1: CC1=C(N=C(N=C1N)C(CC(=O)N)NCC(C(=O)N)N)C(=O)NC(C(C2=CN=CN2)OC3C(C(C(C(O3)CO)O)O)OC4C(C(C(C(O4)CO)O)OC(=O)N)O)C(=O)NC(C)C(C(C)C(=O)NC(C(C)O)C(=O)NCCC5=NC(=CS5)C6=NC(=CS6)C(=O)NCCC[S+](C)C)O. Drug 2: CC1C(C(CC(O1)OC2CC(CC3=C2C(=C4C(=C3O)C(=O)C5=CC=CC=C5C4=O)O)(C(=O)C)O)N)O. Cell line: NCIH23. Synergy scores: CSS=38.2, Synergy_ZIP=-14.1, Synergy_Bliss=-17.6, Synergy_Loewe=-14.3, Synergy_HSA=-12.7. (4) Drug 1: CC1=C(C=C(C=C1)C(=O)NC2=CC(=CC(=C2)C(F)(F)F)N3C=C(N=C3)C)NC4=NC=CC(=N4)C5=CN=CC=C5. Drug 2: C1CCC(C(C1)N)N.C(=O)(C(=O)[O-])[O-].[Pt+4]. Cell line: UACC62. Synergy scores: CSS=19.6, Synergy_ZIP=-4.51, Synergy_Bliss=1.39, Synergy_Loewe=-3.82, Synergy_HSA=0.368. (5) Drug 1: C1=CC(=CC=C1CC(C(=O)O)N)N(CCCl)CCCl.Cl. Drug 2: N.N.Cl[Pt+2]Cl. Cell line: OVCAR-5. Synergy scores: CSS=-3.19, Synergy_ZIP=0.255, Synergy_Bliss=0.366, Synergy_Loewe=-4.10, Synergy_HSA=-3.80. (6) Synergy scores: CSS=24.8, Synergy_ZIP=-4.14, Synergy_Bliss=-7.50, Synergy_Loewe=-14.9, Synergy_HSA=-6.81. Drug 1: C1CCC(C1)C(CC#N)N2C=C(C=N2)C3=C4C=CNC4=NC=N3. Drug 2: C1C(C(OC1N2C=C(C(=O)NC2=O)F)CO)O. Cell line: K-562.